This data is from Peptide-MHC class II binding affinity with 134,281 pairs from IEDB. The task is: Regression. Given a peptide amino acid sequence and an MHC pseudo amino acid sequence, predict their binding affinity value. This is MHC class II binding data. (1) The peptide sequence is EPGKNPKNFQTMPGT. The MHC is DRB1_1101 with pseudo-sequence DRB1_1101. The binding affinity (normalized) is 0.0813. (2) The peptide sequence is VDKIDAAFKIAATAA. The MHC is DRB1_0401 with pseudo-sequence DRB1_0401. The binding affinity (normalized) is 0.585. (3) The peptide sequence is GVLKNEFMSLAFDYW. The MHC is HLA-DQA10501-DQB10301 with pseudo-sequence HLA-DQA10501-DQB10301. The binding affinity (normalized) is 0.236.